Dataset: Reaction yield outcomes from USPTO patents with 853,638 reactions. Task: Predict the reaction yield, written as a fraction of the theoretical maximum amount of product (1.0 means a 100% yield; for example, 0.34 means a 34% yield). (1) The reactants are [Br:1][C:2]1[CH:3]=[C:4]2[C:8](=[CH:9][CH:10]=1)[C@@H:7]([N:11]1[CH2:16][CH2:15][N:14]([C:17]3([CH3:30])[CH2:22][CH2:21][N:20]([C:23]([O:25][C:26]([CH3:29])([CH3:28])[CH3:27])=[O:24])[CH2:19][CH2:18]3)[CH2:13][C@@H:12]1[CH3:31])[C@H:6]([OH:32])[CH2:5]2.[H-].[Na+].I[CH2:36][CH3:37]. The catalyst is O1CCCC1. The product is [Br:1][C:2]1[CH:3]=[C:4]2[C:8](=[CH:9][CH:10]=1)[C@@H:7]([N:11]1[CH2:16][CH2:15][N:14]([C:17]3([CH3:30])[CH2:18][CH2:19][N:20]([C:23]([O:25][C:26]([CH3:27])([CH3:29])[CH3:28])=[O:24])[CH2:21][CH2:22]3)[CH2:13][C@@H:12]1[CH3:31])[C@H:6]([O:32][CH2:36][CH3:37])[CH2:5]2. The yield is 0.820. (2) The reactants are [N:1]([CH2:4][CH2:5][C:6]1[CH:7]=[C:8]([CH:21]=[CH:22][CH:23]=1)[CH2:9][CH:10]1[C:14](=[O:15])[CH:13]=[C:12]([O:16][CH2:17][CH:18]([CH3:20])[CH3:19])[CH2:11]1)=[N+]=[N-].[H][H].[Cl:26][C:27]1[CH:32]=[CH:31][C:30]([S:33](Cl)(=[O:35])=[O:34])=[CH:29][CH:28]=1. The catalyst is CO.C(OCC)(=O)C.[Pd]. The product is [Cl:26][C:27]1[CH:32]=[CH:31][C:30]([S:33]([NH:1][CH2:4][CH2:5][C:6]2[CH:23]=[CH:22][CH:21]=[C:8]([CH2:9][CH:10]3[CH2:11][C:12]([O:16][CH2:17][CH:18]([CH3:20])[CH3:19])=[CH:13][C:14]3=[O:15])[CH:7]=2)(=[O:35])=[O:34])=[CH:29][CH:28]=1. The yield is 0.220. (3) The reactants are I[C:2]1[CH:3]=[CH:4][C:5]2[N:6]([CH:8]=[C:9]([NH:11][C:12]([CH:14]3[CH2:16][CH2:15]3)=[O:13])[N:10]=2)[N:7]=1.[CH3:17][C:18]1[S:19][C:20]2[CH:26]=[CH:25][C:24]([OH:27])=[CH:23][C:21]=2[N:22]=1.C(=O)([O-])[O-].[K+].[K+]. The catalyst is CN(C)C=O. The product is [CH3:17][C:18]1[S:19][C:20]2[CH:26]=[CH:25][C:24]([O:27][C:2]3[CH:3]=[CH:4][C:5]4[N:6]([CH:8]=[C:9]([NH:11][C:12]([CH:14]5[CH2:16][CH2:15]5)=[O:13])[N:10]=4)[N:7]=3)=[CH:23][C:21]=2[N:22]=1. The yield is 0.700. (4) The reactants are N#N.[Cl:3][C:4]1[CH:17]=[CH:16][C:7]2[N:8]([CH3:15])[C:9](=[O:14])[CH2:10][NH:11][C:12](=O)[C:6]=2[CH:5]=1.O=P(Cl)(Cl)[Cl:20]. The catalyst is C1(C)C=CC=CC=1. The product is [Cl:20][C:12]1[C:6]2[CH:5]=[C:4]([Cl:3])[CH:17]=[CH:16][C:7]=2[N:8]([CH3:15])[C:9](=[O:14])[CH2:10][N:11]=1. The yield is 0.875. (5) The reactants are [Br:1][C:2]1[CH:7]=[C:6](Br)[C:5]([N+:9]([O-:11])=[O:10])=[CH:4][N:3]=1.N.C([N:15](CC)CC)C. The catalyst is C1COCC1. The product is [Br:1][C:2]1[CH:7]=[C:6]([NH2:15])[C:5]([N+:9]([O-:11])=[O:10])=[CH:4][N:3]=1. The yield is 0.950.